Task: Predict the product of the given reaction.. Dataset: Forward reaction prediction with 1.9M reactions from USPTO patents (1976-2016) (1) Given the reactants Cl[CH2:2]/[CH:3]=[CH:4]\[CH2:5]Cl.[O:7]=[C:8]1[C:16]2[C:11](=[CH:12][CH:13]=[CH:14][CH:15]=2)[C:10](=[O:17])[N:9]1[CH2:18][C:19]1[CH:26]=[C:25]([OH:27])[C:24]([OH:28])=[CH:23][C:20]=1[C:21]#[N:22].C(=O)([O-])[O-].[K+].[K+], predict the reaction product. The product is: [O:17]=[C:10]1[C:11]2[C:16](=[CH:15][CH:14]=[CH:13][CH:12]=2)[C:8](=[O:7])[N:9]1[CH2:18][C:19]1[C:20]([C:21]#[N:22])=[CH:23][C:24]2[O:28][CH2:5][CH:4]=[CH:3][CH2:2][O:27][C:25]=2[CH:26]=1. (2) The product is: [C:14]([N:6]1[C:7]2[C:12](=[CH:11][CH:10]=[CH:9][CH:8]=2)[CH2:13][CH:5]1[CH2:1][CH2:4][CH2:23][CH3:24])(=[O:16])[CH3:15]. Given the reactants [C:1]([CH:5]1[CH2:13][C:12]2[C:7](=[CH:8][CH:9]=[CH:10][CH:11]=2)[NH:6]1)([CH3:4])(C)C.[C:14](OC(=O)C)(=[O:16])[CH3:15].O.N1C=CC=[CH:24][CH:23]=1, predict the reaction product.